Dataset: Catalyst prediction with 721,799 reactions and 888 catalyst types from USPTO. Task: Predict which catalyst facilitates the given reaction. (1) Reactant: [H-].[Na+].[Br:3][C:4]1[S:8][C:7]([C:9]2([OH:13])[CH2:12][CH2:11][CH2:10]2)=NC=1.[CH3:14]I.[CH3:16][N:17](C=O)C. Product: [Br:3][C:4]1[S:8][C:7]([C:9]2([O:13][CH3:14])[CH2:10][CH2:11][CH2:12]2)=[CH:16][N:17]=1. The catalyst class is: 598. (2) Reactant: [CH2:1]([O:13][C:14]1[N:15]=[C:16]([Si](C(C)C)(C(C)C)C(C)C)[S:17][C:18]=1[C:19]1[S:23][C:22]([Si](C(C)C)(C(C)C)C(C)C)=[N:21][C:20]=1[O:34][CH2:35][CH2:36][CH2:37][CH2:38][CH2:39][CH2:40][CH2:41][CH2:42][CH2:43][CH2:44][CH2:45][CH3:46])[CH2:2][CH2:3][CH2:4][CH2:5][CH2:6][CH2:7][CH2:8][CH2:9][CH2:10][CH2:11][CH3:12].[F-].C([N+](CCCC)(CCCC)CCCC)CCC. Product: [CH2:1]([O:13][C:14]1[N:15]=[CH:16][S:17][C:18]=1[C:19]1[S:23][CH:22]=[N:21][C:20]=1[O:34][CH2:35][CH2:36][CH2:37][CH2:38][CH2:39][CH2:40][CH2:41][CH2:42][CH2:43][CH2:44][CH2:45][CH3:46])[CH2:2][CH2:3][CH2:4][CH2:5][CH2:6][CH2:7][CH2:8][CH2:9][CH2:10][CH2:11][CH3:12]. The catalyst class is: 1. (3) Reactant: [CH:1]1([CH2:7][C:8]2[C:16]3[C:11](=[CH:12][CH:13]=[C:14]([O:17][C:18]4[C:25]([C:26]([F:29])([F:28])[F:27])=[CH:24][C:21]([CH2:22]O)=[CH:20][C:19]=4[C:30]([F:33])([F:32])[F:31])[CH:15]=3)[NH:10][CH:9]=2)[CH2:6][CH2:5][CH2:4][CH2:3][CH2:2]1.[Br:34]P(Br)(C1C=CC=CC=1)(C1C=CC=CC=1)C1C=CC=CC=1. Product: [CH:1]1([CH2:7][C:8]2[C:16]3[C:11](=[CH:12][CH:13]=[C:14]([O:17][C:18]4[C:25]([C:26]([F:29])([F:28])[F:27])=[CH:24][C:21]([CH2:22][Br:34])=[CH:20][C:19]=4[C:30]([F:33])([F:32])[F:31])[CH:15]=3)[NH:10][CH:9]=2)[CH2:6][CH2:5][CH2:4][CH2:3][CH2:2]1. The catalyst class is: 10. (4) Reactant: N#N.C[O:4][C:5]([C:7]1[O:8][C:9]([CH2:12][N:13]2[CH:17]=[C:16]([NH:18][C:19]([O:21][CH2:22][C:23]3[CH:28]=[CH:27][CH:26]=[CH:25][C:24]=3[Cl:29])=[O:20])[CH:15]=[N:14]2)=[CH:10][CH:11]=1)=O.[BH4-].[Na+]. The catalyst class is: 5. Product: [Cl:29][C:24]1[CH:25]=[CH:26][CH:27]=[CH:28][C:23]=1[CH2:22][O:21][C:19](=[O:20])[NH:18][C:16]1[CH:15]=[N:14][N:13]([CH2:12][C:9]2[O:8][C:7]([CH2:5][OH:4])=[CH:11][CH:10]=2)[CH:17]=1. (5) Reactant: [NH2:1][C:2]1[N:10]=[CH:9][CH:8]=[CH:7][C:3]=1[C:4]([OH:6])=O.ON1C2C=CC=CC=2N=N1.CCN=C=NCCCN(C)C.[F:32][C:33]([F:51])([F:50])[O:34][C:35]1[CH:49]=[CH:48][C:38]([O:39][C:40]2[CH:47]=[CH:46][C:43]([CH2:44][NH2:45])=[CH:42][CH:41]=2)=[CH:37][CH:36]=1.C(=O)(O)[O-].[Na+]. Product: [F:32][C:33]([F:50])([F:51])[O:34][C:35]1[CH:49]=[CH:48][C:38]([O:39][C:40]2[CH:47]=[CH:46][C:43]([CH2:44][NH:45][C:4](=[O:6])[C:3]3[CH:7]=[CH:8][CH:9]=[N:10][C:2]=3[NH2:1])=[CH:42][CH:41]=2)=[CH:37][CH:36]=1. The catalyst class is: 3. (6) Product: [F:27][C:28]1[CH:29]=[C:16]([C:15]2[N:3]=[C:4]([OH:14])[C:5]3[C:6]([CH:13]=2)=[CH:7][C:8]([O:11][CH3:12])=[CH:9][CH:10]=3)[CH:33]=[CH:34][C:35]=1[O:36][CH:37]([CH3:39])[CH3:38]. The catalyst class is: 1. Reactant: C([N:3]([CH2:15][CH3:16])[C:4](=[O:14])[C:5]1[CH:10]=[CH:9][C:8]([O:11][CH3:12])=[CH:7][C:6]=1[CH3:13])C.C([Li])(C)(C)C.CCCCC.[F:27][C:28]1[CH:29]=C([CH:33]=[CH:34][C:35]=1[O:36][CH:37]([CH3:39])[CH3:38])C#N. (7) Reactant: [CH2:1]([O:3][C:4]([C:6]1[CH:14]=[C:13]2[C:9]([C:10]([C:25]([OH:27])=O)=[C:11]([CH:22]([CH3:24])[CH3:23])[N:12]2[CH2:15][C:16]2[CH:21]=[CH:20][CH:19]=[CH:18][N:17]=2)=[CH:8][CH:7]=1)=[O:5])[CH3:2].C(Cl)CCl.[F:32][C:33]1[CH:40]=[CH:39][C:36]([CH2:37][NH2:38])=[CH:35][CH:34]=1. Product: [F:32][C:33]1[CH:40]=[CH:39][C:36]([CH2:37][NH:38][C:25]([C:10]2[C:9]3[C:13](=[CH:14][C:6]([C:4]([O:3][CH2:1][CH3:2])=[O:5])=[CH:7][CH:8]=3)[N:12]([CH2:15][C:16]3[CH:21]=[CH:20][CH:19]=[CH:18][N:17]=3)[C:11]=2[CH:22]([CH3:23])[CH3:24])=[O:27])=[CH:35][CH:34]=1. The catalyst class is: 64.